This data is from Forward reaction prediction with 1.9M reactions from USPTO patents (1976-2016). The task is: Predict the product of the given reaction. (1) Given the reactants Br[C:2]1[CH:3]=[C:4]2[C:8](=[CH:9][C:10]=1[N+:11]([O-:13])=[O:12])[N:7]([C:14]([C:27]1[CH:32]=[CH:31][CH:30]=[CH:29][CH:28]=1)([C:21]1[CH:26]=[CH:25][CH:24]=[CH:23][CH:22]=1)[C:15]1[CH:20]=[CH:19][CH:18]=[CH:17][CH:16]=1)[N:6]=[CH:5]2.[C:33]1([CH2:39][NH2:40])[CH:38]=[CH:37][CH:36]=[CH:35][CH:34]=1.CC1(C)C2C(=C(P(C3C=CC=CC=3)C3C=CC=CC=3)C=CC=2)OC2C(P(C3C=CC=CC=3)C3C=CC=CC=3)=CC=CC1=2.C([O-])([O-])=O.[Cs+].[Cs+], predict the reaction product. The product is: [CH2:39]([NH:40][C:2]1[CH:3]=[C:4]2[C:8](=[CH:9][C:10]=1[N+:11]([O-:13])=[O:12])[N:7]([C:14]([C:27]1[CH:32]=[CH:31][CH:30]=[CH:29][CH:28]=1)([C:21]1[CH:26]=[CH:25][CH:24]=[CH:23][CH:22]=1)[C:15]1[CH:20]=[CH:19][CH:18]=[CH:17][CH:16]=1)[N:6]=[CH:5]2)[C:33]1[CH:38]=[CH:37][CH:36]=[CH:35][CH:34]=1. (2) Given the reactants [NH2:1][CH:2]([CH3:5])[CH2:3][OH:4].[C:6](Cl)([O:8][CH2:9][C:10]1[CH:15]=[CH:14][CH:13]=[CH:12][CH:11]=1)=[O:7].C(N(CC)CC)C, predict the reaction product. The product is: [OH:4][CH2:3][CH:2]([NH:1][C:6](=[O:7])[O:8][CH2:9][C:10]1[CH:15]=[CH:14][CH:13]=[CH:12][CH:11]=1)[CH3:5].